This data is from Reaction yield outcomes from USPTO patents with 853,638 reactions. The task is: Predict the reaction yield, written as a fraction of the theoretical maximum amount of product (1.0 means a 100% yield; for example, 0.34 means a 34% yield). (1) The reactants are Cl[C:2]1[C:7]([N+:8]([O-])=O)=[CH:6][CH:5]=[C:4]([O:11][CH3:12])[N:3]=1.[NH:13]1[CH2:17][CH2:16][CH2:15][C:14]1=O. No catalyst specified. The product is [CH3:12][O:11][C:4]1[N:3]=[C:2]2[N:13]3[CH2:17][CH2:16][CH2:15][C:14]3=[N:8][C:7]2=[CH:6][CH:5]=1. The yield is 0.300. (2) The reactants are [Br:1][C:2]1[NH:10][C:9]2[C:8](=[O:11])[N:7]([CH2:12][CH2:13][CH2:14][OH:15])[C:6](=[O:16])[N:5]([CH3:17])[C:4]=2[N:3]=1.Cl[CH2:19][C:20]1[S:21][C:22]([CH3:25])=[CH:23][N:24]=1.C(=O)([O-])[O-].[K+].[K+]. The catalyst is CN(C=O)C.CCCC[N+](CCCC)(CCCC)CCCC.[I-]. The product is [Br:1][C:2]1[N:10]([CH2:19][C:20]2[S:21][C:22]([CH3:25])=[CH:23][N:24]=2)[C:9]2[C:8](=[O:11])[N:7]([CH2:12][CH2:13][CH2:14][OH:15])[C:6](=[O:16])[N:5]([CH3:17])[C:4]=2[N:3]=1. The yield is 0.584. (3) The yield is 0.780. The product is [O:1]=[C:2]1[C:10]2[C:5](=[CH:6][C:7]([CH2:11][C:12]([O:14][CH3:20])=[O:13])=[CH:8][CH:9]=2)[CH2:4][CH2:3]1. The reactants are [O:1]=[C:2]1[C:10]2[C:5](=[CH:6][C:7]([CH2:11][C:12]([OH:14])=[O:13])=[CH:8][CH:9]=2)[CH2:4][CH2:3]1.OS(O)(=O)=O.[CH3:20]O. No catalyst specified. (4) The reactants are [CH2:1]([O:8][C:9]([NH:11][CH:12]([C:19]([OH:21])=O)[CH2:13][C:14]1[S:15][CH:16]=[CH:17][CH:18]=1)=[O:10])[C:2]1[CH:7]=[CH:6][CH:5]=[CH:4][CH:3]=1.C(OC(N[C@H](C(O)=O)CC1SC=CC=1)=O)C1C=CC=CC=1.CN1CCOCC1.C(OC(Cl)=O)C(C)C.[C:58]([NH2:62])([CH3:61])([CH3:60])[CH3:59]. The catalyst is C1COCC1. The product is [C:58]([NH:62][C:19](=[O:21])[C@H:12]([CH2:13][C:14]1[S:15][CH:16]=[CH:17][CH:18]=1)[NH:11][C:9]([O:8][CH2:1][C:2]1[CH:3]=[CH:4][CH:5]=[CH:6][CH:7]=1)=[O:10])([CH3:61])([CH3:60])[CH3:59]. The yield is 0.970. (5) The reactants are Br[C:2]1[CH:3]=[C:4]([CH2:8][S:9]([NH2:12])(=[O:11])=[O:10])[CH:5]=[CH:6][CH:7]=1.[C:13]([C:16]1[S:17][C:18](B(O)O)=[CH:19][CH:20]=1)(=[O:15])[CH3:14].C(=O)([O-])[O-].[Na+].[Na+].COCCOC.CCO.O. The catalyst is C(OCC)(=O)C. The product is [C:13]([C:16]1[S:17][C:18]([C:2]2[CH:3]=[C:4]([CH2:8][S:9]([NH2:12])(=[O:11])=[O:10])[CH:5]=[CH:6][CH:7]=2)=[CH:19][CH:20]=1)(=[O:15])[CH3:14]. The yield is 0.390.